This data is from Peptide-MHC class II binding affinity with 134,281 pairs from IEDB. The task is: Regression. Given a peptide amino acid sequence and an MHC pseudo amino acid sequence, predict their binding affinity value. This is MHC class II binding data. The peptide sequence is RLTQSHPILNMIDTK. The MHC is DRB1_1101 with pseudo-sequence DRB1_1101. The binding affinity (normalized) is 0.412.